From a dataset of Reaction yield outcomes from USPTO patents with 853,638 reactions. Predict the reaction yield, written as a fraction of the theoretical maximum amount of product (1.0 means a 100% yield; for example, 0.34 means a 34% yield). The reactants are [C:1]([O:5][C:6]([N:8]1[C:16]2[C:11](=[CH:12][CH:13]=[C:14]([O:17][Si](C(C)(C)C)(C)C)[CH:15]=2)[C:10]([Br:25])=[C:9]1[C:26]1[C:27]2[S:40][CH:39]=[CH:38][C:28]=2[N:29]([C:31]([O:33][C:34]([CH3:37])([CH3:36])[CH3:35])=[O:32])[N:30]=1)=[O:7])([CH3:4])([CH3:3])[CH3:2].CCCC[N+](CCCC)(CCCC)CCCC.[F-]. The catalyst is O1CCCC1. The product is [C:1]([O:5][C:6]([N:8]1[C:16]2[C:11](=[CH:12][CH:13]=[C:14]([OH:17])[CH:15]=2)[C:10]([Br:25])=[C:9]1[C:26]1[C:27]2[S:40][CH:39]=[CH:38][C:28]=2[N:29]([C:31]([O:33][C:34]([CH3:37])([CH3:36])[CH3:35])=[O:32])[N:30]=1)=[O:7])([CH3:4])([CH3:2])[CH3:3]. The yield is 0.830.